Dataset: Forward reaction prediction with 1.9M reactions from USPTO patents (1976-2016). Task: Predict the product of the given reaction. (1) Given the reactants [NH2:1][C:2]1[C:7]([OH:8])=[CH:6][CH:5]=[CH:4][N:3]=1.C1(C)C=CC=CC=1.[C:16]([CH:19]1[CH2:24][CH2:23]O[C:20]1=[O:21])(=O)[CH3:17].O=P(Cl)(Cl)[Cl:27], predict the reaction product. The product is: [Cl:27][CH2:23][CH2:24][C:19]1[C:20](=[O:21])[N:3]2[CH:4]=[CH:5][CH:6]=[C:7]([OH:8])[C:2]2=[N:1][C:16]=1[CH3:17]. (2) Given the reactants Cl.[C:2]1([N:8]2[C:13]([CH3:14])=[CH:12][C:11](=O)[CH:10]=[C:9]2[CH3:16])[CH:7]=[CH:6][CH:5]=[CH:4][CH:3]=1.[C:17]([C:19]1[C:20](=[C:27]([C:30]#[N:31])[C:28]#[N:29])[O:21][C:22]([CH3:26])([CH3:25])[C:23]=1[CH3:24])#[N:18], predict the reaction product. The product is: [C:17]([CH:19]1[C:23](=[C:24]=[C:11]2[CH:12]=[C:13]([CH3:14])[N:8]([C:2]3[CH:7]=[CH:6][CH:5]=[CH:4][CH:3]=3)[C:9]([CH3:16])=[CH:10]2)[C:22]([CH3:26])([CH3:25])[O:21][C:20]1=[C:27]([C:28]#[N:29])[C:30]#[N:31])#[N:18]. (3) Given the reactants N#N.[CH2:3]([O:10][C:11]([NH:13][C@@H:14]1[CH2:19][CH2:18][C@H:17]([CH2:20]O)[CH2:16][CH2:15]1)=[O:12])[C:4]1[CH:9]=[CH:8][CH:7]=[CH:6][CH:5]=1.C1(P(C2C=CC=CC=2)C2C=CC=CC=2)C=CC=CC=1.[NH:41]1C=CN=C1.II.[I-].[N-]=[N+]=[N-].[Na+].[N-]=[N+]=[N-], predict the reaction product. The product is: [NH2:41][CH2:20][C@@H:17]1[CH2:18][CH2:19][C@H:14]([NH:13][C:11](=[O:12])[O:10][CH2:3][C:4]2[CH:9]=[CH:8][CH:7]=[CH:6][CH:5]=2)[CH2:15][CH2:16]1. (4) Given the reactants Br[C:2]1[CH:3]=[C:4]([CH:8]2[CH2:17][C:16]([CH3:19])([CH3:18])[C:15]3[C:10](=[CH:11][CH:12]=[C:13]([Cl:20])[CH:14]=3)[NH:9]2)[CH:5]=[CH:6][CH:7]=1.[NH2:21][C:22]([CH3:27])([CH3:26])[C:23]([OH:25])=[O:24].C(=O)([O-])[O-].[K+].[K+], predict the reaction product. The product is: [Cl:20][C:13]1[CH:14]=[C:15]2[C:10](=[CH:11][CH:12]=1)[NH:9][CH:8]([C:4]1[CH:3]=[C:2]([NH:21][C:22]([CH3:27])([CH3:26])[C:23]([OH:25])=[O:24])[CH:7]=[CH:6][CH:5]=1)[CH2:17][C:16]2([CH3:19])[CH3:18]. (5) Given the reactants [CH3:1][CH:2]1[CH2:7][NH:6][CH2:5][CH2:4][NH:3]1.F[C:9]1[CH:14]=[CH:13][C:12]([N+:15]([O-:17])=[O:16])=[CH:11][CH:10]=1, predict the reaction product. The product is: [CH3:1][CH:2]1[NH:3][CH2:4][CH2:5][N:6]([C:9]2[CH:14]=[CH:13][C:12]([N+:15]([O-:17])=[O:16])=[CH:11][CH:10]=2)[CH2:7]1. (6) The product is: [CH3:18][O:17][C:15](=[O:16])[CH:14]([C:2]1[CH:7]=[C:6]([O:8][CH3:9])[CH:5]=[CH:4][C:3]=1[N+:10]([O-:12])=[O:11])[C:13]([O:20][CH3:21])=[O:19]. Given the reactants F[C:2]1[CH:7]=[C:6]([O:8][CH3:9])[CH:5]=[CH:4][C:3]=1[N+:10]([O-:12])=[O:11].[C:13]([O:20][CH3:21])(=[O:19])[CH2:14][C:15]([O:17][CH3:18])=[O:16].C(=O)([O-])[O-].[K+].[K+].Cl, predict the reaction product. (7) Given the reactants [CH:1]1([CH2:6][O:7][C:8]2[CH:13]=[CH:12][C:11]([CH2:14][CH2:15][C:16]([O:18][CH2:19][CH3:20])=[O:17])=[CH:10][N:9]=2)[CH2:5][CH2:4][CH2:3][CH2:2]1.BrBr.C1C(=O)N([Br:30])C(=O)C1, predict the reaction product. The product is: [Br:30][C:13]1[C:8]([O:7][CH2:6][CH:1]2[CH2:2][CH2:3][CH2:4][CH2:5]2)=[N:9][CH:10]=[C:11]([CH2:14][CH2:15][C:16]([O:18][CH2:19][CH3:20])=[O:17])[CH:12]=1. (8) Given the reactants [F:1][C:2]1[CH:7]=[C:6]([O:8][CH3:9])[CH:5]=[C:4]([F:10])[C:3]=1[NH2:11].[Cl:12][C:13]1[N:18]=[CH:17][C:16]([CH:19]=O)=[CH:15][CH:14]=1.O, predict the reaction product. The product is: [Cl:12][C:13]1[N:18]=[CH:17][C:16]([CH:19]=[N:11][C:3]2[C:2]([F:1])=[CH:7][C:6]([O:8][CH3:9])=[CH:5][C:4]=2[F:10])=[CH:15][CH:14]=1. (9) Given the reactants [NH:1]1[C:9]2[C:4](=[CH:5][C:6]([CH:10]=[O:11])=[CH:7][CH:8]=2)[CH:3]=[N:2]1.[OH-].[K+].[I:14]I.[O-]S([O-])(=S)=O.[Na+].[Na+], predict the reaction product. The product is: [I:14][C:3]1[C:4]2[C:9](=[CH:8][CH:7]=[C:6]([CH:10]=[O:11])[CH:5]=2)[NH:1][N:2]=1. (10) The product is: [Cl:8][C:9]1[CH:10]=[C:11]([C:19]2[O:23][N:22]=[C:21]([C:24]3[C:25]([CH3:47])=[C:26]4[C:31](=[CH:32][CH:33]=3)[CH:30]([CH2:34][CH2:35][CH2:36][C:37]([OH:39])=[O:38])[NH:29][CH2:28][CH2:27]4)[N:20]=2)[CH:12]=[N:13][C:14]=1[O:15][CH:16]([CH3:18])[CH3:17]. Given the reactants FC(F)(F)C(O)=O.[Cl:8][C:9]1[CH:10]=[C:11]([C:19]2[O:23][N:22]=[C:21]([C:24]3[C:25]([CH3:47])=[C:26]4[C:31](=[CH:32][CH:33]=3)[CH:30]([CH2:34][CH2:35][CH2:36][C:37]([OH:39])=[O:38])[N:29](C(OC(C)(C)C)=O)[CH2:28][CH2:27]4)[N:20]=2)[CH:12]=[N:13][C:14]=1[O:15][CH:16]([CH3:18])[CH3:17], predict the reaction product.